From a dataset of Reaction yield outcomes from USPTO patents with 853,638 reactions. Predict the reaction yield, written as a fraction of the theoretical maximum amount of product (1.0 means a 100% yield; for example, 0.34 means a 34% yield). (1) The reactants are [CH2:1]([N:3]([CH:11]1[CH2:16][CH2:15][CH:14]([C:17]2[C:25]3[C:20](=[CH:21][CH:22]=[C:23]([NH:26][C:27]([C:29]4[S:30][CH:31]=[CH:32][CH:33]=4)=[NH:28])[CH:24]=3)[NH:19][CH:18]=2)[CH2:13][CH2:12]1)C(=O)OC(C)(C)C)[CH3:2].Cl. No catalyst specified. The product is [CH2:1]([NH:3][CH:11]1[CH2:16][CH2:15][CH:14]([C:17]2[C:25]3[C:20](=[CH:21][CH:22]=[C:23]([NH:26][C:27]([C:29]4[S:30][CH:31]=[CH:32][CH:33]=4)=[NH:28])[CH:24]=3)[NH:19][CH:18]=2)[CH2:13][CH2:12]1)[CH3:2]. The yield is 0.940. (2) The catalyst is C1COCC1. The yield is 0.780. The product is [OH:36][CH2:35][C@@H:31]1[CH2:32][CH2:33][CH2:34][N:30]1[CH2:7][CH2:8][CH2:9][NH:10][C:11]([C:13]1[CH:21]=[C:20]2[C:16]([CH:17]=[CH:18][NH:19]2)=[C:15]([Br:22])[CH:14]=1)=[O:12]. The reactants are CS(Cl)(=O)=O.O[CH2:7][CH2:8][CH2:9][NH:10][C:11]([C:13]1[CH:21]=[C:20]2[C:16]([CH:17]=[CH:18][NH:19]2)=[C:15]([Br:22])[CH:14]=1)=[O:12].C(N(CC)CC)C.[NH:30]1[CH2:34][CH2:33][CH2:32][C@H:31]1[CH2:35][OH:36]. (3) The reactants are C([O:5][C:6](=O)[NH:7][CH:8]1[CH2:13][CH2:12][CH:11]([N:14]2[C:19](=[O:20])[C:18]3[CH:21]=[C:22]([F:25])[CH:23]=[N:24][C:17]=3[N:16]([CH2:26][CH2:27][CH2:28][N:29]([CH3:31])[CH3:30])[C:15]2=[O:32])[CH2:10][CH2:9]1)(C)(C)C.Cl.O1CCOCC1.[F:41][C:42]1[CH:43]=[CH:44][C:45]2[N:46]([CH:48]=[C:49](C(O)=O)[N:50]=2)[CH:47]=1.C(N(CC)C(C)C)(C)C. The catalyst is CN(C)C=O.O.C(OCC)(=O)C. The product is [CH3:31][N:29]([CH3:30])[CH2:28][CH2:27][CH2:26][N:16]1[C:17]2[N:24]=[CH:23][C:22]([F:25])=[CH:21][C:18]=2[C:19](=[O:20])[N:14]([C@@H:11]2[CH2:10][CH2:9][C@H:8]([NH:7][C:6]([C:49]3[N:50]=[C:45]4[CH:44]=[CH:43][C:42]([F:41])=[CH:47][N:46]4[CH:48]=3)=[O:5])[CH2:13][CH2:12]2)[C:15]1=[O:32]. The yield is 0.220. (4) The reactants are [Cl:1][C:2]1[CH:3]=[C:4]([NH:16][C:17]2[C:26]3[C:21](=[CH:22][CH:23]=[CH:24][C:25]=3[O:27][C@H:28]([CH3:33])[C:29](OC)=[O:30])[N:20]=[CH:19][N:18]=2)[CH:5]=[CH:6][C:7]=1[O:8][C:9]1[CH:10]=[N:11][C:12]([CH3:15])=[CH:13][CH:14]=1.[CH3:34][NH:35][CH2:36][CH2:37][OH:38]. No catalyst specified. The product is [Cl:1][C:2]1[CH:3]=[C:4]([NH:16][C:17]2[C:26]3[C:21](=[CH:22][CH:23]=[CH:24][C:25]=3[O:27][C@H:28]([CH3:33])[C:29]([N:35]([CH2:36][CH2:37][OH:38])[CH3:34])=[O:30])[N:20]=[CH:19][N:18]=2)[CH:5]=[CH:6][C:7]=1[O:8][C:9]1[CH:10]=[N:11][C:12]([CH3:15])=[CH:13][CH:14]=1. The yield is 0.730. (5) The reactants are C([O:3][C:4](=O)[C:5]([O:8][C:9]1[CH:42]=[CH:41][C:12]2[O:13][CH2:14][C:15]3[N:40]=[CH:39][CH:38]=[CH:37][C:16]=3[C:17](=[CH:18][CH2:19][CH2:20][N:21]3[CH2:26][CH2:25][C:24]([C:28]4[CH:33]=[CH:32][C:31]([Cl:34])=[CH:30][CH:29]=4)([OH:27])[C:23]([CH3:36])([CH3:35])[CH2:22]3)[C:11]=2[CH:10]=1)([CH3:7])[CH3:6])C.[H-].[Al+3].[Li+].[H-].[H-].[H-]. The catalyst is O1CCCC1.C(OCC)(=O)C. The product is [Cl:34][C:31]1[CH:32]=[CH:33][C:28]([C:24]2([OH:27])[CH2:25][CH2:26][N:21]([CH2:20][CH2:19][CH:18]=[C:17]3[C:16]4[CH:37]=[CH:38][CH:39]=[N:40][C:15]=4[CH2:14][O:13][C:12]4[CH:41]=[CH:42][C:9]([O:8][C:5]([CH3:6])([CH3:7])[CH2:4][OH:3])=[CH:10][C:11]3=4)[CH2:22][C:23]2([CH3:36])[CH3:35])=[CH:29][CH:30]=1. The yield is 0.940. (6) The reactants are [CH3:1][N:2]([S:23]([C:26]1[S:27][CH:28]=[CH:29][CH:30]=1)(=[O:25])=[O:24])[C:3]1[CH:4]=[CH:5][CH:6]=[C:7]2[C:11]=1[NH:10][C:9]([C:12]1[S:13][CH:14]([CH2:17]C(OCC)=O)[CH2:15][N:16]=1)=[CH:8]2.[CH3:31][Mg]Br.[Cl-].[NH4+].[O:36]1[CH2:40][CH2:39]CC1. No catalyst specified. The product is [OH:36][C:40]([CH3:39])([CH3:31])[CH2:17][CH:14]1[S:13][C:12]([C:9]2[NH:10][C:11]3[C:7]([CH:8]=2)=[CH:6][CH:5]=[CH:4][C:3]=3[N:2]([CH3:1])[S:23]([C:26]2[S:27][CH:28]=[CH:29][CH:30]=2)(=[O:24])=[O:25])=[N:16][CH2:15]1. The yield is 0.720.